This data is from Experimentally validated miRNA-target interactions with 360,000+ pairs, plus equal number of negative samples. The task is: Binary Classification. Given a miRNA mature sequence and a target amino acid sequence, predict their likelihood of interaction. (1) The miRNA is hsa-miR-548bb-3p with sequence CAAAAACCAUAGUUACUUUUGC. Result: 1 (interaction). The protein sequence of the target gene is MAAGGSDPRAGDVEEDASQLIFPKEFETAETLLNSEVHMLLEHRKQQNESAEDEQELSEVFMKTLNYTARFSRFKNRETIASVRSLLLQKKLHKFELACLANLCPETAEESKALIPSLEGRFEDEELQQILDDIQTKRSFQY. (2) The miRNA is hsa-miR-3620-3p with sequence UCACCCUGCAUCCCGCACCCAG. The protein sequence of the target gene is MAFRRQVKNFVKNYSDAEIKVREATSNDPWGPSSSLMLDISDLTFNTISLSEIMNMLWHRLNDHGKNWRHVYKSLTLMDYLIKNGSKKVIQHCREGFCNLQTLKDFQHIDEAGKDQGYYIREKSKQVITLLMDEPLLCKEREVACRTRQRTSHSILFSKRQLGSSNSLTACTSAPTPDISASEKKYKLPKFGRLHNKRNVCKAGLKQEHCQDVHLPTETMLSQETLPLKIHGWKSTEDLMTFLDDDPELPLLATPPSIVSPITCLSEAEEVCNLSGADAVPTLSENSPSGQRDVSLDKRS.... Result: 1 (interaction).